From a dataset of Catalyst prediction with 721,799 reactions and 888 catalyst types from USPTO. Predict which catalyst facilitates the given reaction. (1) Reactant: [C:1]([NH:4][C:5]1[S:6][CH:7]=[C:8]([CH2:10][CH2:11][C:12]2[CH:17]=[CH:16][C:15]([CH2:18][CH2:19][C:20]([OH:22])=O)=[CH:14][CH:13]=2)[N:9]=1)(=[O:3])[CH3:2].C(N1C=CN=C1)(N1C=CN=C1)=O.Cl.[NH2:36][C:37]([NH2:39])=[NH:38].C[O-].[Na+]. Product: [C:1]([NH:4][C:5]1[S:6][CH:7]=[C:8]([CH2:10][CH2:11][C:12]2[CH:13]=[CH:14][C:15]([CH2:18][CH2:19][C:20]([NH:38][C:37]([NH2:39])=[NH:36])=[O:22])=[CH:16][CH:17]=2)[N:9]=1)(=[O:3])[CH3:2]. The catalyst class is: 121. (2) Reactant: [CH3:1][C:2]1[CH:3]=[N:4][N:5]([C:7]2[CH:8]=[CH:9][C:10]([N+:19]([O-])=O)=[C:11]([N:13]3[CH2:18][CH2:17][CH2:16][CH2:15][CH2:14]3)[CH:12]=2)[CH:6]=1. Product: [CH3:1][C:2]1[CH:3]=[N:4][N:5]([C:7]2[CH:8]=[CH:9][C:10]([NH2:19])=[C:11]([N:13]3[CH2:18][CH2:17][CH2:16][CH2:15][CH2:14]3)[CH:12]=2)[CH:6]=1. The catalyst class is: 1. (3) Reactant: [C:1]([C:5]1[CH:10]=[CH:9][C:8]([C:11]2[C:16]([CH3:17])=[CH:15][C:14]([O:18][CH:19]([C:21]3[S:25][C:24]([C:26](O)=[O:27])=[CH:23][CH:22]=3)[CH3:20])=[CH:13][C:12]=2[CH3:29])=[CH:7][CH:6]=1)([CH3:4])([CH3:3])[CH3:2].Cl.[CH3:31][O:32][C:33](=[O:37])[CH2:34][CH2:35][NH2:36].O.ON1C2C=CC=CC=2N=N1.C(N(CC)C(C)C)(C)C.Cl.CN(C)CCCN=C=NCC. Product: [CH3:31][O:32][C:33](=[O:37])[CH2:34][CH2:35][NH:36][C:26]([C:24]1[S:25][C:21]([CH:19]([O:18][C:14]2[CH:13]=[C:12]([CH3:29])[C:11]([C:8]3[CH:7]=[CH:6][C:5]([C:1]([CH3:3])([CH3:4])[CH3:2])=[CH:10][CH:9]=3)=[C:16]([CH3:17])[CH:15]=2)[CH3:20])=[CH:22][CH:23]=1)=[O:27]. The catalyst class is: 18. (4) Product: [CH2:4]([N:3]([CH3:2])[C:2]1[N:11]=[C:10]([NH:12][CH2:13][C:14]2[CH:19]=[CH:18][C:17]([NH:20][C:21](=[O:29])[C:22]3[CH:27]=[CH:26][C:25]([F:28])=[CH:24][CH:23]=3)=[CH:16][CH:15]=2)[C:9]2[C:4](=[CH:5][C:6]([CH3:30])=[CH:7][CH:8]=2)[N:3]=1)[CH3:5]. The catalyst class is: 12. Reactant: Cl[C:2]1[N:11]=[C:10]([NH:12][CH2:13][C:14]2[CH:19]=[CH:18][C:17]([NH:20][C:21](=[O:29])[C:22]3[CH:27]=[CH:26][C:25]([F:28])=[CH:24][CH:23]=3)=[CH:16][CH:15]=2)[C:9]2[C:4](=[CH:5][C:6]([CH3:30])=[CH:7][CH:8]=2)[N:3]=1. (5) Reactant: [Cl:1][C:2]1[CH:7]=[CH:6][N:5]=[C:4]2[N:8]([Si](C(C)C)(C(C)C)C(C)C)[CH:9]=[CH:10][C:3]=12.C([Li])(CC)C.Cl[C:27]([O:29][CH2:30][C:31]1[CH:36]=[CH:35][CH:34]=[CH:33][CH:32]=1)=[O:28].[Cl-].[NH4+]. Product: [Cl:1][C:2]1[C:7]([C:27]([O:29][CH2:30][C:31]2[CH:36]=[CH:35][CH:34]=[CH:33][CH:32]=2)=[O:28])=[CH:6][N:5]=[C:4]2[NH:8][CH:9]=[CH:10][C:3]=12. The catalyst class is: 7. (6) Reactant: C(=O)([O-])[O-].[K+].[K+].[F:7][C:8]1[CH:14]=[CH:13][C:11]([NH2:12])=[CH:10][C:9]=1[C:15]#[C:16][Si](C)(C)C. Product: [C:15]([C:9]1[CH:10]=[C:11]([CH:13]=[CH:14][C:8]=1[F:7])[NH2:12])#[CH:16]. The catalyst class is: 5. (7) Reactant: Br[C:2]1[CH:3]=[C:4]([CH:22]=[C:23]([C:25]([F:28])([F:27])[F:26])[CH:24]=1)[C:5]([N:7]([C:9]1[CH:10]=[N:11][CH:12]=[CH:13][C:14]=1[C:15]1[CH:20]=[CH:19][CH:18]=[CH:17][C:16]=1[Cl:21])[CH3:8])=[O:6].B(OC(C)C)(OC(C)C)[O:30]C(C)C.[Li]CCCC.CC(O)=O.OO.C([O-])(O)=O.[Na+]. Product: [Cl:21][C:16]1[CH:17]=[CH:18][CH:19]=[CH:20][C:15]=1[C:14]1[CH:13]=[CH:12][N:11]=[CH:10][C:9]=1[N:7]([CH3:8])[C:5](=[O:6])[C:4]1[CH:22]=[C:23]([C:25]([F:28])([F:27])[F:26])[CH:24]=[C:2]([OH:30])[CH:3]=1. The catalyst class is: 249.